Dataset: Reaction yield outcomes from USPTO patents with 853,638 reactions. Task: Predict the reaction yield, written as a fraction of the theoretical maximum amount of product (1.0 means a 100% yield; for example, 0.34 means a 34% yield). (1) The reactants are [CH2:1]([N:3]([CH2:20][CH3:21])[CH2:4][CH2:5][N:6]1[CH2:12][CH2:11][CH2:10][C:9]2[NH:13][C:14]([CH:17]=O)=[C:15]([CH3:16])[C:8]=2[C:7]1=[O:19])[CH3:2].[Cl:22][C:23]1[CH:28]=[CH:27][CH:26]=[C:25]([Cl:29])[C:24]=1[CH2:30][S:31]([C:34]1[CH:35]=[C:36]2[C:40](=[CH:41][CH:42]=1)[NH:39][C:38](=[O:43])[CH2:37]2)(=[O:33])=[O:32].N1CCCCC1. The catalyst is C(O)C. The product is [Cl:22][C:23]1[CH:28]=[CH:27][CH:26]=[C:25]([Cl:29])[C:24]=1[CH2:30][S:31]([C:34]1[CH:35]=[C:36]2[C:40](=[CH:41][CH:42]=1)[NH:39][C:38](=[O:43])/[C:37]/2=[CH:17]\[C:14]1[NH:13][C:9]2[CH2:10][CH2:11][CH2:12][N:6]([CH2:5][CH2:4][N:3]([CH2:20][CH3:21])[CH2:1][CH3:2])[C:7](=[O:19])[C:8]=2[C:15]=1[CH3:16])(=[O:32])=[O:33]. The yield is 0.790. (2) The reactants are [F:1][C:2]1[CH:7]=[CH:6][C:5]([C:8]2[C:16]3[C:11](=[CH:12][CH:13]=[C:14]([C:17]4[NH:18][C:19]([C:22]5[CH:27]=[CH:26][C:25]([O:28]C)=[CH:24][CH:23]=5)=[N:20][N:21]=4)[CH:15]=3)[NH:10][N:9]=2)=[CH:4][CH:3]=1.B(Br)(Br)Br. The catalyst is ClCCl. The product is [F:1][C:2]1[CH:7]=[CH:6][C:5]([C:8]2[C:16]3[C:11](=[CH:12][CH:13]=[C:14]([C:17]4[NH:18][C:19]([C:22]5[CH:27]=[CH:26][C:25]([OH:28])=[CH:24][CH:23]=5)=[N:20][N:21]=4)[CH:15]=3)[NH:10][N:9]=2)=[CH:4][CH:3]=1. The yield is 0.187. (3) The reactants are [Br:1]Br.[NH2:3][C:4]1[C:13]([N+:14]([O-:16])=[O:15])=[C:12]2[C:7]([C:8]([CH3:20])([CH3:19])[C:9](=[O:18])[NH:10][C:11]2=[O:17])=[CH:6][CH:5]=1. The catalyst is CC(O)=O. The product is [NH2:3][C:4]1[C:13]([N+:14]([O-:16])=[O:15])=[C:12]2[C:7]([C:8]([CH3:20])([CH3:19])[C:9](=[O:18])[NH:10][C:11]2=[O:17])=[CH:6][C:5]=1[Br:1]. The yield is 0.990. (4) The reactants are [C:1]([O:5][C:6]([NH:8][C@H:9]1[CH2:13][CH2:12][CH2:11][C@@H:10]1[C:14](O)=[O:15])=[O:7])([CH3:4])([CH3:3])[CH3:2].C(N(CC)CC)C.ClC(OCC)=O.[BH4-].[Na+].Cl. The catalyst is C1COCC1.O. The product is [OH:15][CH2:14][C@H:10]1[CH2:11][CH2:12][CH2:13][C@@H:9]1[NH:8][C:6](=[O:7])[O:5][C:1]([CH3:3])([CH3:2])[CH3:4]. The yield is 0.650. (5) The reactants are [Cl:1][C:2]1[CH:3]=[C:4]([OH:14])[CH:5]=[CH:6][C:7]=1[O:8][C:9]1[S:10][CH:11]=[CH:12][N:13]=1.[H-].[Na+].[CH2:17](I)[CH:18]([CH3:20])[CH3:19].O. The catalyst is CN(C)C=O. The product is [Cl:1][C:2]1[CH:3]=[C:4]([O:14][CH2:17][CH:18]([CH3:20])[CH3:19])[CH:5]=[CH:6][C:7]=1[O:8][C:9]1[S:10][CH:11]=[CH:12][N:13]=1. The yield is 0.450. (6) The reactants are [F:1][C:2]1[CH:3]=[C:4]2[C:8](=[CH:9][CH:10]=1)[NH:7][C:6]([CH3:11])=[CH:5]2.[CH2:12]([O:19][C:20]1[CH:25]=[CH:24][C:23](I)=[CH:22][CH:21]=1)[C:13]1[CH:18]=[CH:17][CH:16]=[CH:15][CH:14]=1. No catalyst specified. The product is [F:1][C:2]1[CH:3]=[C:4]2[C:8](=[CH:9][CH:10]=1)[N:7]([C:23]1[CH:24]=[CH:25][C:20]([O:19][CH2:12][C:13]3[CH:18]=[CH:17][CH:16]=[CH:15][CH:14]=3)=[CH:21][CH:22]=1)[C:6]([CH3:11])=[CH:5]2. The yield is 0.230. (7) The product is [Br:1][C:2]1[N:7]=[C:6]([CH:8]([NH:28][C:29]([N:31]2[CH2:32][CH2:33][CH:34]([N:37]3[CH2:46][C:45]4[C:40](=[CH:41][CH:42]=[CH:43][CH:44]=4)[NH:39][C:38]3=[O:47])[CH2:35][CH2:36]2)=[O:30])[CH2:9][C:10]2[CH:11]=[C:12]3[C:16](=[C:17]([CH3:19])[CH:18]=2)[NH:15][N:14]=[CH:13]3)[CH:5]=[CH:4][CH:3]=1. The reactants are [Br:1][C:2]1[N:7]=[C:6]([CH:8]([NH:28][C:29]([N:31]2[CH2:36][CH2:35][CH:34]([N:37]3[CH2:46][C:45]4[C:40](=[CH:41][CH:42]=[CH:43][CH:44]=4)[NH:39][C:38]3=[O:47])[CH2:33][CH2:32]2)=[O:30])[CH2:9][C:10]2[CH:18]=[C:17]([CH3:19])[C:16]3[C:12](=[CH:13][N:14](COCC[Si](C)(C)C)[N:15]=3)[CH:11]=2)[CH:5]=[CH:4][CH:3]=1.[F-].C([N+](CCCC)(CCCC)CCCC)CCC. The yield is 0.610. The catalyst is O1CCCC1.